Task: Predict the product of the given reaction.. Dataset: Forward reaction prediction with 1.9M reactions from USPTO patents (1976-2016) (1) The product is: [Cl:1][C:2]1[CH:3]=[C:4]([CH:30]=[CH:31][CH:32]=1)[CH2:5][N:6]1[C:14]2[C:9](=[CH:10][C:11]([CH2:15][O:16][CH2:59][CH2:58][Cl:57])=[CH:12][CH:13]=2)[C:8]([S:17]([C:20]2[C:29]3[C:24](=[CH:25][CH:26]=[CH:27][CH:28]=3)[CH:23]=[CH:22][CH:21]=2)(=[O:19])=[O:18])=[N:7]1. Given the reactants [Cl:1][C:2]1[CH:3]=[C:4]([CH:30]=[CH:31][CH:32]=1)[CH2:5][N:6]1[C:14]2[C:9](=[CH:10][C:11]([CH2:15][OH:16])=[CH:12][CH:13]=2)[C:8]([S:17]([C:20]2[C:29]3[C:24](=[CH:25][CH:26]=[CH:27][CH:28]=3)[CH:23]=[CH:22][CH:21]=2)(=[O:19])=[O:18])=[N:7]1.C(N(C(C)C)CC)(C)C.FC(F)(F)S(OS(C(F)(F)F)(=O)=O)(=O)=O.[Cl:57][CH2:58][CH2:59]O, predict the reaction product. (2) Given the reactants [CH3:1][N:2]([CH3:25])[CH2:3][CH2:4][CH2:5][C@@:6]([C:15]1[CH:22]=[CH:21][C:18]([C:19]#[N:20])=[CH:17][C:16]=1[CH2:23][OH:24])([C:8]1[CH:13]=[CH:12][C:11]([F:14])=[CH:10][CH:9]=1)[OH:7].CC(C)([O-])C.[K+].[Cl:32][C:33]1[CH:38]=[CH:37][C:36]([Cl:39])=[CH:35][C:34]=1[N+:40]([O-:42])=[O:41], predict the reaction product. The product is: [ClH:32].[CH3:25][N:2]([CH3:1])[CH2:3][CH2:4][CH2:5][C:6]([C:15]1[CH:22]=[CH:21][C:18]([C:19]#[N:20])=[CH:17][C:16]=1[CH2:23][O:24][C:33]1[CH:38]=[CH:37][C:36]([Cl:39])=[CH:35][C:34]=1[N+:40]([O-:42])=[O:41])([C:8]1[CH:9]=[CH:10][C:11]([F:14])=[CH:12][CH:13]=1)[OH:7]. (3) Given the reactants [H-].[Na+].[C:3]1([C:9]2[NH:10][CH:11]=[C:12]([C:14]3[CH:19]=[CH:18][N:17]=[CH:16][CH:15]=3)[N:13]=2)[CH:8]=[CH:7][CH:6]=[CH:5][CH:4]=1.[CH3:20][Si:21]([CH3:28])([CH3:27])[CH2:22][CH2:23][O:24][CH2:25]Cl, predict the reaction product. The product is: [C:3]1([C:9]2[N:10]([CH2:25][O:24][CH2:23][CH2:22][Si:21]([CH3:28])([CH3:27])[CH3:20])[CH:11]=[C:12]([C:14]3[CH:15]=[CH:16][N:17]=[CH:18][CH:19]=3)[N:13]=2)[CH:4]=[CH:5][CH:6]=[CH:7][CH:8]=1. (4) Given the reactants [F:1][C:2]([F:17])([F:16])[C:3]1[CH:8]=[CH:7][C:6]([C:9]2[CH:14]=[CH:13][C:12]([OH:15])=[CH:11][CH:10]=2)=[CH:5][CH:4]=1.[H-].[Na+].[C:20]([O-:28])(=[O:27])[C:21]1[CH:26]=[CH:25][CH:24]=[N:23][CH:22]=1.O1CC[CH2:31][CH2:30]1, predict the reaction product. The product is: [F:1][C:2]([F:16])([F:17])[C:3]1[CH:8]=[CH:7][C:6]([C:9]2[CH:14]=[CH:13][C:12]([O:15][CH:30]([C:24]3[CH:25]=[CH:26][C:21]([C:20]([OH:28])=[O:27])=[CH:22][N:23]=3)[CH3:31])=[CH:11][CH:10]=2)=[CH:5][CH:4]=1. (5) The product is: [F:1][C:2]1[CH:7]=[C:6]([CH2:8][O:9][CH2:10][C:11]2[N:20]=[CH:19][CH:18]=[C:17]3[C:12]=2[CH:13]=[C:14]([C:39]2[CH:40]=[CH:41][CH:42]=[CH:43][CH:44]=2)[C:15]([C:21]2[CH:26]=[CH:25][C:24]([C:27]4([NH2:31])[CH2:28][CH2:29][CH2:30]4)=[CH:23][CH:22]=2)=[N:16]3)[CH:5]=[CH:4][N:3]=1. Given the reactants [F:1][C:2]1[CH:7]=[C:6]([CH2:8][O:9][CH2:10][C:11]2[N:20]=[CH:19][CH:18]=[C:17]3[C:12]=2[CH:13]=[C:14]([C:39]2[CH:44]=[CH:43][CH:42]=[CH:41][CH:40]=2)[C:15]([C:21]2[CH:26]=[CH:25][C:24]([C:27]4([NH:31]C(=O)OC(C)(C)C)[CH2:30][CH2:29][CH2:28]4)=[CH:23][CH:22]=2)=[N:16]3)[CH:5]=[CH:4][N:3]=1.C(O)(C(F)(F)F)=O, predict the reaction product. (6) Given the reactants [CH2:1]([C:4]1[C:5]([C:18]([C:20]2[CH:28]=[CH:27][C:23]([C:24](O)=[O:25])=[CH:22][CH:21]=2)=[O:19])=[CH:6][C:7]2[C:8]([CH3:17])([CH3:16])[CH2:9][CH2:10][C:11]([CH3:15])([CH3:14])[C:12]=2[CH:13]=1)[CH2:2][CH3:3].Cl.[NH2:30][OH:31], predict the reaction product. The product is: [CH2:1]([C:4]1[C:5]([C:18]([C:20]2[CH:28]=[CH:27][C:23]([C:24](=[N:30][OH:31])[OH:25])=[CH:22][CH:21]=2)=[O:19])=[CH:6][C:7]2[C:8]([CH3:17])([CH3:16])[CH2:9][CH2:10][C:11]([CH3:15])([CH3:14])[C:12]=2[CH:13]=1)[CH2:2][CH3:3]. (7) The product is: [O:21]1[CH2:26][CH2:25][N:24]([C:27]2[C:32]([NH:33][C:2]3[C:11]4[C:6](=[CH:7][C:8]([F:13])=[CH:9][C:10]=4[F:12])[N:5]=[C:4]([N:14]4[CH2:19][CH2:18][CH2:17][CH2:16][CH2:15]4)[C:3]=3[CH3:20])=[CH:31][C:30]([N:34]3[CH2:35][CH2:36][O:37][CH2:38][CH2:39]3)=[CH:29][N:28]=2)[CH2:23][CH2:22]1. Given the reactants Cl[C:2]1[C:11]2[C:6](=[CH:7][C:8]([F:13])=[CH:9][C:10]=2[F:12])[N:5]=[C:4]([N:14]2[CH2:19][CH2:18][CH2:17][CH2:16][CH2:15]2)[C:3]=1[CH3:20].[O:21]1[CH2:26][CH2:25][N:24]([C:27]2[C:32]([NH2:33])=[CH:31][C:30]([N:34]3[CH2:39][CH2:38][O:37][CH2:36][CH2:35]3)=[CH:29][N:28]=2)[CH2:23][CH2:22]1, predict the reaction product.